This data is from Catalyst prediction with 721,799 reactions and 888 catalyst types from USPTO. The task is: Predict which catalyst facilitates the given reaction. Reactant: [Cl:1][C:2]1[CH:3]=[C:4]([C:9]2[CH:13]=[C:12](OS(C(F)(F)F)(=O)=O)[N:11]([C@H:22]([C:24]3[CH:41]=[CH:40][C:27]([C:28]([NH:30][CH2:31][CH2:32][C:33]([O:35]C(C)(C)C)=[O:34])=[O:29])=[CH:26][CH:25]=3)[CH3:23])[N:10]=2)[CH:5]=[C:6]([Cl:8])[CH:7]=1.[F:42][C:43]([F:59])([F:58])[O:44][C:45]1[CH:46]=[C:47]2[C:52](=[CH:53][CH:54]=1)[CH:51]=[C:50](B(O)O)[CH:49]=[CH:48]2. Product: [Cl:1][C:2]1[CH:3]=[C:4]([C:9]2[CH:13]=[C:12]([C:50]3[CH:49]=[CH:48][C:47]4[C:52](=[CH:53][CH:54]=[C:45]([O:44][C:43]([F:42])([F:59])[F:58])[CH:46]=4)[CH:51]=3)[N:11]([C@H:22]([C:24]3[CH:25]=[CH:26][C:27]([C:28]([NH:30][CH2:31][CH2:32][C:33]([OH:35])=[O:34])=[O:29])=[CH:40][CH:41]=3)[CH3:23])[N:10]=2)[CH:5]=[C:6]([Cl:8])[CH:7]=1. The catalyst class is: 216.